Dataset: Merck oncology drug combination screen with 23,052 pairs across 39 cell lines. Task: Regression. Given two drug SMILES strings and cell line genomic features, predict the synergy score measuring deviation from expected non-interaction effect. (1) Drug 1: O=C(CCCCCCC(=O)Nc1ccccc1)NO. Drug 2: Cn1nnc2c(C(N)=O)ncn2c1=O. Cell line: UACC62. Synergy scores: synergy=24.8. (2) Drug 1: C=CCn1c(=O)c2cnc(Nc3ccc(N4CCN(C)CC4)cc3)nc2n1-c1cccc(C(C)(C)O)n1. Drug 2: NC1CCCCC1N.O=C(O)C(=O)O.[Pt+2]. Cell line: A2780. Synergy scores: synergy=-9.42. (3) Drug 1: Cn1nnc2c(C(N)=O)ncn2c1=O. Drug 2: C=CCn1c(=O)c2cnc(Nc3ccc(N4CCN(C)CC4)cc3)nc2n1-c1cccc(C(C)(C)O)n1. Cell line: ZR751. Synergy scores: synergy=-58.2. (4) Drug 1: O=C(O)C1(Cc2cccc(Nc3nccs3)n2)CCC(Oc2cccc(Cl)c2F)CC1. Drug 2: Cn1cc(-c2cnn3c(N)c(Br)c(C4CCCNC4)nc23)cn1. Cell line: NCIH520. Synergy scores: synergy=-12.6. (5) Drug 1: CC1(c2nc3c(C(N)=O)cccc3[nH]2)CCCN1. Drug 2: CNC(=O)c1cc(Oc2ccc(NC(=O)Nc3ccc(Cl)c(C(F)(F)F)c3)cc2)ccn1. Cell line: T47D. Synergy scores: synergy=13.3. (6) Drug 1: O=S1(=O)NC2(CN1CC(F)(F)F)C1CCC2Cc2cc(C=CCN3CCC(C(F)(F)F)CC3)ccc2C1. Drug 2: COC1CC2CCC(C)C(O)(O2)C(=O)C(=O)N2CCCCC2C(=O)OC(C(C)CC2CCC(OP(C)(C)=O)C(OC)C2)CC(=O)C(C)C=C(C)C(O)C(OC)C(=O)C(C)CC(C)C=CC=CC=C1C. Cell line: T47D. Synergy scores: synergy=38.4. (7) Drug 1: O=S1(=O)NC2(CN1CC(F)(F)F)C1CCC2Cc2cc(C=CCN3CCC(C(F)(F)F)CC3)ccc2C1. Drug 2: CS(=O)(=O)CCNCc1ccc(-c2ccc3ncnc(Nc4ccc(OCc5cccc(F)c5)c(Cl)c4)c3c2)o1. Cell line: NCIH2122. Synergy scores: synergy=33.9. (8) Synergy scores: synergy=16.0. Drug 1: Cn1nnc2c(C(N)=O)ncn2c1=O. Drug 2: C#Cc1cccc(Nc2ncnc3cc(OCCOC)c(OCCOC)cc23)c1. Cell line: RPMI7951. (9) Drug 1: Cn1nnc2c(C(N)=O)ncn2c1=O. Drug 2: Cc1nc(Nc2ncc(C(=O)Nc3c(C)cccc3Cl)s2)cc(N2CCN(CCO)CC2)n1. Cell line: RPMI7951. Synergy scores: synergy=30.9.